The task is: Predict which catalyst facilitates the given reaction.. This data is from Catalyst prediction with 721,799 reactions and 888 catalyst types from USPTO. (1) Reactant: C[O:2][C:3](=[O:29])[C:4]1[CH:9]=[CH:8][N:7]=[CH:6][C:5]=1[NH:10][C:11]([C:13]1[C:18]([NH:19][C:20]2[CH:21]=[N:22][CH:23]=[N:24][CH:25]=2)=[CH:17][CH:16]=[C:15]([CH:26]2[CH2:28][CH2:27]2)[N:14]=1)=[O:12].[OH-].[Na+]. Product: [CH:26]1([C:15]2[N:14]=[C:13]([C:11]([NH:10][C:5]3[CH:6]=[N:7][CH:8]=[CH:9][C:4]=3[C:3]([OH:29])=[O:2])=[O:12])[C:18]([NH:19][C:20]3[CH:25]=[N:24][CH:23]=[N:22][CH:21]=3)=[CH:17][CH:16]=2)[CH2:28][CH2:27]1. The catalyst class is: 24. (2) Reactant: [CH3:1][C:2]1[CH:3]=[CH:4][C:5]([NH:21][C:22]([C:24]2[CH:25]=[CH:26][C:27]([CH2:30][N:31]3[CH2:36][CH2:35][N:34]([CH3:37])[CH2:33][CH2:32]3)=[CH:28][CH:29]=2)=[O:23])=[CH:6][C:7]=1[NH:8][C:9]1[N:10]=[CH:11][CH:12]=[C:13]([C:15]2[CH:16]=[CH:17][CH:18]=[N:19][CH:20]=2)[N:14]=1.[Cl:38][CH:39]([Cl:43])[C:40]([OH:42])=[O:41]. Product: [CH3:1][C:2]1[CH:3]=[CH:4][C:5]([NH:21][C:22]([C:24]2[CH:29]=[CH:28][C:27]([CH2:30][N:31]3[CH2:32][CH2:33][N:34]([CH3:37])[CH2:35][CH2:36]3)=[CH:26][CH:25]=2)=[O:23])=[CH:6][C:7]=1[NH:8][C:9]1[N:10]=[CH:11][CH:12]=[C:13]([C:15]2[CH:16]=[CH:17][CH:18]=[N:19][CH:20]=2)[N:14]=1.[Cl:38][CH:39]([Cl:43])[C:40]([O-:42])=[O:41]. The catalyst class is: 32. (3) Reactant: [CH3:1][O:2][C:3](=[O:11])[C:4]1[CH:9]=[CH:8][CH:7]=[C:6]([OH:10])[CH:5]=1.[Br:12][CH2:13][CH2:14]Br.C(=O)([O-])[O-].[K+].[K+]. Product: [CH3:1][O:2][C:3](=[O:11])[C:4]1[CH:9]=[CH:8][CH:7]=[C:6]([O:10][CH2:14][CH2:13][Br:12])[CH:5]=1. The catalyst class is: 21.